From a dataset of Reaction yield outcomes from USPTO patents with 853,638 reactions. Predict the reaction yield, written as a fraction of the theoretical maximum amount of product (1.0 means a 100% yield; for example, 0.34 means a 34% yield). (1) The reactants are [CH2:1]([N:8]1[C:16]2[C:11](=[CH:12][C:13]([O:17][CH3:18])=[CH:14][CH:15]=2)[C:10](=O)[C:9]1=[O:20])[C:2]1[CH:7]=[CH:6][CH:5]=[CH:4][CH:3]=1.O.NN. The catalyst is CS(C)=O.O.CCOC(C)=O. The product is [CH2:1]([N:8]1[C:16]2[C:11](=[CH:12][C:13]([O:17][CH3:18])=[CH:14][CH:15]=2)[CH2:10][C:9]1=[O:20])[C:2]1[CH:7]=[CH:6][CH:5]=[CH:4][CH:3]=1. The yield is 0.850. (2) The reactants are C(N(CC)CC)C.F[P-](F)(F)(F)(F)F.N1(OC(N(C)C)=[N+](C)C)C2N=CC=CC=2N=N1.[O:32]=[C:33]1[C:44]2[C:45]3[C:37](=[C:38]([C:54]4[CH:59]=[CH:58][CH:57]=[CH:56][CH:55]=4)[NH:39][C:40]=3[CH:41]=[C:42]([NH:46][C:47](=[O:53])[CH2:48][CH2:49][C:50](O)=[O:51])[CH:43]=2)[CH:36]=[N:35][NH:34]1. The catalyst is CN(C)C=O. The product is [O:32]=[C:33]1[C:44]2[C:45]3[C:37](=[C:38]([C:54]4[CH:55]=[CH:56][CH:57]=[CH:58][CH:59]=4)[NH:39][C:40]=3[CH:41]=[C:42]([N:46]3[C:50](=[O:51])[CH2:49][CH2:48][C:47]3=[O:53])[CH:43]=2)[CH:36]=[N:35][NH:34]1. The yield is 0.470. (3) The catalyst is S([O-])([O-])(=O)=O.[Fe+3].S([O-])([O-])(=O)=O.S([O-])([O-])(=O)=O.[Fe+3].O. The yield is 0.940. The product is [OH:15][C:9]1[C:10]2[CH:14]=[CH:13][S:12][C:11]=2[C:6]([CH:2]=[O:1])=[CH:7][CH:8]=1. The reactants are [OH:1][CH:2]([C:6]1[C:11]2[S:12][CH:13]=[CH:14][C:10]=2[C:9]([OH:15])=[CH:8][CH:7]=1)C([O-])=O.C([NH+](CCCC)CCCC)CCC.C(O)C.S(=O)(=O)(O)O.C(OC(C)C)(=O)C. (4) The catalyst is O1CCCC1. The yield is 0.0457. The reactants are [Cl:1][C:2]1[C:7]([Cl:8])=[CH:6][CH:5]=[CH:4][C:3]=1[CH2:9][N:10]1[C:14]2[CH:15]=[C:16]([N:23]3[CH2:28][CH2:27][O:26][CH2:25][CH2:24]3)[CH:17]=[C:18]([C:19]([O:21]C)=[O:20])[C:13]=2[N:12]=[C:11]1[C:29]([F:32])([F:31])[F:30].[OH-].[Li+]. The product is [Cl:1][C:2]1[C:7]([Cl:8])=[CH:6][CH:5]=[CH:4][C:3]=1[CH2:9][N:10]1[C:14]2[CH:15]=[C:16]([N:23]3[CH2:24][CH2:25][O:26][CH2:27][CH2:28]3)[CH:17]=[C:18]([C:19]([OH:21])=[O:20])[C:13]=2[N:12]=[C:11]1[C:29]([F:30])([F:32])[F:31]. (5) The reactants are [C:1]([O:5][C:6](=[O:14])[NH:7][C:8]1[CH:12]=[C:11]([CH3:13])[O:10][N:9]=1)([CH3:4])([CH3:3])[CH3:2].[Li]CCCC.CN([CH:23]=[O:24])C.CCOC(C)=O. The catalyst is C1COCC1.O. The product is [C:1]([O:5][C:6](=[O:14])[NH:7][C:8]1[C:12]([CH:23]=[O:24])=[C:11]([CH3:13])[O:10][N:9]=1)([CH3:4])([CH3:3])[CH3:2]. The yield is 0.220. (6) The product is [NH2:11][CH2:10][C:5]1([C:4]([OH:3])=[O:12])[CH2:16][CH:6]1[CH:7]1[CH2:8][CH2:9]1. The yield is 0.340. No catalyst specified. The reactants are C([O:3][C:4](=[O:12])[C:5]([C:10]#[N:11])=[CH:6][CH:7]1[CH2:9][CH2:8]1)C.[OH-].[Na+].Cl.[CH3:16]O.